Dataset: Reaction yield outcomes from USPTO patents with 853,638 reactions. Task: Predict the reaction yield, written as a fraction of the theoretical maximum amount of product (1.0 means a 100% yield; for example, 0.34 means a 34% yield). (1) The reactants are [CH2:1]([O:3][C:4]1[C:5]([CH3:14])=[C:6]([C:10]([OH:13])=[CH:11][CH:12]=1)[C:7]([OH:9])=O)[CH3:2].C(N1C=CN=C1)(N1C=CN=C1)=O.[CH2:27]([O:34][C:35]1[C:40]([CH2:41][NH:42][CH2:43][CH2:44][OH:45])=[C:39]([CH3:46])[CH:38]=[C:37]([CH3:47])[N:36]=1)[C:28]1[CH:33]=[CH:32][CH:31]=[CH:30][CH:29]=1.[OH-].[Na+]. The catalyst is C1COCC1.C(OCC)(=O)C. The product is [CH2:27]([O:34][C:35]1[C:40]([CH2:41][N:42]([CH2:43][CH2:44][OH:45])[C:7](=[O:9])[C:6]2[C:10]([OH:13])=[CH:11][CH:12]=[C:4]([O:3][CH2:1][CH3:2])[C:5]=2[CH3:14])=[C:39]([CH3:46])[CH:38]=[C:37]([CH3:47])[N:36]=1)[C:28]1[CH:33]=[CH:32][CH:31]=[CH:30][CH:29]=1. The yield is 0.690. (2) The reactants are [CH3:1][N:2]1[CH:7]=[C:6](B2OC(C)(C)C(C)(C)O2)[CH:5]=[C:4]([N:17]2[CH2:22][CH2:21][O:20][CH2:19][CH2:18]2)[C:3]1=[O:23].Br[C:25]1[CH:26]=[C:27]([CH:41]=[CH:42][C:43]=1[CH:44]([F:46])[F:45])[C:28]([NH:30][C:31]1[CH:36]=[CH:35][CH:34]=[C:33]([C:37]([F:40])([F:39])[F:38])[CH:32]=1)=[O:29]. No catalyst specified. The product is [F:46][CH:44]([F:45])[C:43]1[CH:25]=[CH:26][C:27]([C:28]([NH:30][C:31]2[CH:36]=[CH:35][CH:34]=[C:33]([C:37]([F:38])([F:39])[F:40])[CH:32]=2)=[O:29])=[CH:41][C:42]=1[C:6]1[CH:5]=[C:4]([N:17]2[CH2:18][CH2:19][O:20][CH2:21][CH2:22]2)[C:3](=[O:23])[N:2]([CH3:1])[CH:7]=1. The yield is 0.0800. (3) The reactants are [F:1][C:2]1[C:10]2[C:9]([CH3:12])([CH3:11])[O:8][B:7]([OH:13])[C:6]=2[CH:5]=[C:4]([CH3:14])[CH:3]=1.C(OOC(=O)C1C=CC=CC=1)(=[O:22])C1C=CC=CC=1.C1C(=O)N(Br)C(=O)C1.C([O-])([O-])=O.[Na+].[Na+].Cl. The catalyst is C(Cl)(Cl)(Cl)Cl. The product is [F:1][C:2]1[C:10]2[C:9]([CH3:11])([CH3:12])[O:8][B:7]([OH:13])[C:6]=2[CH:5]=[C:4]([CH:14]=[O:22])[CH:3]=1. The yield is 0.894. (4) The product is [CH2:26]([O:33][C:34]1[C:41]([O:42][CH3:43])=[CH:40][C:37]([CH:38]([C:2]2[C:10]3[C:5](=[N:6][CH:7]=[CH:8][CH:9]=3)[N:4]([Si:11]([CH:18]([CH3:20])[CH3:19])([CH:15]([CH3:17])[CH3:16])[CH:12]([CH3:14])[CH3:13])[CH:3]=2)[OH:39])=[C:36]([F:44])[CH:35]=1)[C:27]1[CH:28]=[CH:29][CH:30]=[CH:31][CH:32]=1. The catalyst is O1CCCC1. The yield is 0.630. The reactants are I[C:2]1[C:10]2[C:5](=[N:6][CH:7]=[CH:8][CH:9]=2)[N:4]([Si:11]([CH:18]([CH3:20])[CH3:19])([CH:15]([CH3:17])[CH3:16])[CH:12]([CH3:14])[CH3:13])[CH:3]=1.C([Mg]Cl)(C)C.[CH2:26]([O:33][C:34]1[C:41]([O:42][CH3:43])=[CH:40][C:37]([CH:38]=[O:39])=[C:36]([F:44])[CH:35]=1)[C:27]1[CH:32]=[CH:31][CH:30]=[CH:29][CH:28]=1.O.